From a dataset of M1 muscarinic receptor antagonist screen with 61,756 compounds. Binary Classification. Given a drug SMILES string, predict its activity (active/inactive) in a high-throughput screening assay against a specified biological target. The compound is O1C23C(C(C1C=C3)C(=O)NC1CCCCC1)C(=O)N(C2C(=O)NC1CCCCC1)C(C)C. The result is 0 (inactive).